Dataset: Full USPTO retrosynthesis dataset with 1.9M reactions from patents (1976-2016). Task: Predict the reactants needed to synthesize the given product. (1) Given the product [Cl:19][C:20]1[N:21]=[C:22]([C:26]([NH:1][C@H:2]2[CH2:7][CH2:6][N:5]([C:8]([O:10][C:11]([CH3:12])([CH3:13])[CH3:14])=[O:9])[CH2:4][C@H:3]2[O:15][CH2:16][CH2:17][CH3:18])=[O:27])[NH:23][C:24]=1[CH3:25], predict the reactants needed to synthesize it. The reactants are: [NH2:1][C@H:2]1[CH2:7][CH2:6][N:5]([C:8]([O:10][C:11]([CH3:14])([CH3:13])[CH3:12])=[O:9])[CH2:4][C@H:3]1[O:15][CH2:16][CH2:17][CH3:18].[Cl:19][C:20]1[N:21]=[C:22]([C:26](O)=[O:27])[NH:23][C:24]=1[CH3:25].CCN=C=NCCCN(C)C.Cl. (2) Given the product [NH:8]([C:1]([O:3][C:4]([CH3:5])([CH3:6])[CH3:7])=[O:2])[C@H:9]([C:18]([OH:20])=[O:19])[CH2:10][C:11](=[O:12])[O:13][C:4]([CH3:7])([CH3:6])[CH3:5], predict the reactants needed to synthesize it. The reactants are: [C:1]([NH:8][C@:9](N1C(=O)CCC1=O)([C:18]([OH:20])=[O:19])[CH:10](C(C)(C)C)[C:11]([OH:13])=[O:12])([O:3][C:4]([CH3:7])([CH3:6])[CH3:5])=[O:2]. (3) Given the product [Cl:12][C:8]1[C:7]2[S:23][C:4]([C:3]3[C:2]([Cl:1])=[CH:18][C:17]([I:19])=[CH:16][C:15]=3[Cl:20])=[N:5][C:6]=2[CH:11]=[CH:10][N:9]=1, predict the reactants needed to synthesize it. The reactants are: [Cl:1][C:2]1[CH:18]=[C:17]([I:19])[CH:16]=[C:15]([Cl:20])[C:3]=1[C:4](Cl)=[N:5][C:6]1[CH:11]=[CH:10][N:9]=[C:8]([Cl:12])[C:7]=1F.NC(N)=[S:23].N1C=CC=CC=1.C(N(CC)CC)C. (4) The reactants are: [Cl:1][C:2]1[C:11]([N:12]2[CH2:17][CH2:16][N:15]([CH3:18])[CH2:14][CH2:13]2)=[N:10][C:9]2[C:4](=[CH:5][CH:6]=[C:7]([Cl:19])[CH:8]=2)[N:3]=1.Cl[C:21]1[C:30]([Cl:31])=[N:29][C:28]2[C:23](=[CH:24][CH:25]=[C:26]([Cl:32])[CH:27]=2)[N:22]=1.[CH3:33][N:34]1[CH2:39][CH2:38][NH:37][CH2:36][CH2:35]1. Given the product [Cl:1][C:2]1[C:11]([N:12]2[CH2:17][CH2:16][N:15]([CH3:18])[CH2:14][CH2:13]2)=[N:10][C:9]2[C:4](=[CH:5][CH:6]=[C:7]([Cl:19])[CH:8]=2)[N:3]=1.[Cl:31][C:30]1[C:21]([N:37]2[CH2:38][CH2:39][N:34]([CH3:33])[CH2:35][CH2:36]2)=[N:22][C:23]2[C:28]([N:29]=1)=[CH:27][C:26]([Cl:32])=[CH:25][CH:24]=2, predict the reactants needed to synthesize it. (5) Given the product [NH2:1][C:2]1[C:7]([C:8]([C:10]2[C:15]([O:16][CH3:17])=[CH:14][CH:13]=[C:12]([F:18])[C:11]=2[F:19])=[O:9])=[CH:6][N:5]=[C:4]([NH:20][CH:21]2[CH2:26][CH2:25][N:24]([S:27]([CH2:30][CH2:31][CH2:32][N:38]3[CH2:39][CH2:40][N:35]([CH3:34])[CH2:36][CH2:37]3)(=[O:29])=[O:28])[CH2:23][CH2:22]2)[N:3]=1, predict the reactants needed to synthesize it. The reactants are: [NH2:1][C:2]1[C:7]([C:8]([C:10]2[C:15]([O:16][CH3:17])=[CH:14][CH:13]=[C:12]([F:18])[C:11]=2[F:19])=[O:9])=[CH:6][N:5]=[C:4]([NH:20][CH:21]2[CH2:26][CH2:25][N:24]([S:27]([CH2:30][CH2:31][CH2:32]Cl)(=[O:29])=[O:28])[CH2:23][CH2:22]2)[N:3]=1.[CH3:34][N:35]1[CH2:40][CH2:39][NH:38][CH2:37][CH2:36]1. (6) Given the product [O:8]=[C:5]1[NH:6][C:7]2[CH:10]=[CH:11][C:12]([CH3:13])=[N:1][C:2]=2[C:3](=[O:9])[NH:4]1, predict the reactants needed to synthesize it. The reactants are: [NH2:1][C:2]1[C:3](=[O:9])[NH:4][C:5](=[O:8])[NH:6][CH:7]=1.[CH:10](=O)/[CH:11]=[CH:12]/[CH3:13]. (7) Given the product [F:1][C:2]1[CH:7]=[CH:6][C:5]([C:8]2[CH:13]=[CH:12][N:11]=[C:10]([NH:14][C:15]([CH:17]3[CH2:22][CH2:21][NH:20][CH2:19][CH2:18]3)=[O:16])[CH:9]=2)=[C:4]([O:30][CH3:31])[CH:3]=1, predict the reactants needed to synthesize it. The reactants are: [F:1][C:2]1[CH:7]=[CH:6][C:5]([C:8]2[CH:13]=[CH:12][N:11]=[C:10]([NH:14][C:15]([CH:17]3[CH2:22][CH2:21][N:20](C(OC(C)(C)C)=O)[CH2:19][CH2:18]3)=[O:16])[CH:9]=2)=[C:4]([O:30][CH3:31])[CH:3]=1.C(C1CCN(C(OC(C)(C)C)=O)CC1)(=O)N.ClC1C=C(C2C=CC(F)=CC=2OC)C=CN=1.C([O-])([O-])=O.[Cs+].[Cs+].CC1(C)C2C(=C(P(C3C=CC=CC=3)C3C=CC=CC=3)C=CC=2)OC2C(P(C3C=CC=CC=3)C3C=CC=CC=3)=CC=CC1=2.